This data is from Forward reaction prediction with 1.9M reactions from USPTO patents (1976-2016). The task is: Predict the product of the given reaction. (1) Given the reactants [CH3:1][C:2]1[CH:3]=[C:4]([CH:6]=[C:7]([CH3:9])[CH:8]=1)[NH2:5].C(N(CC)CC)C.[CH2:17]([S:20](Cl)(=[O:22])=[O:21])[CH2:18][CH3:19], predict the reaction product. The product is: [CH3:1][C:2]1[CH:3]=[C:4]([NH:5][S:20]([CH2:17][CH2:18][CH3:19])(=[O:22])=[O:21])[CH:6]=[C:7]([CH3:9])[CH:8]=1. (2) Given the reactants Br[C:2]1[CH:7]=[CH:6][C:5]([S:8]([NH:11][CH:12]2[CH2:15][CH2:14][CH2:13]2)(=[O:10])=[O:9])=[C:4]([O:16][C:17]([F:20])([F:19])[F:18])[CH:3]=1.[C:21]([C:23]1[N:27]([CH3:28])[C:26](B(O)O)=[CH:25][CH:24]=1)#[N:22].[F-].[K+].C(P(C(C)(C)C)C(C)(C)C)(C)(C)C, predict the reaction product. The product is: [C:21]([C:23]1[N:27]([CH3:28])[C:26]([C:2]2[CH:7]=[CH:6][C:5]([S:8]([NH:11][CH:12]3[CH2:15][CH2:14][CH2:13]3)(=[O:10])=[O:9])=[C:4]([O:16][C:17]([F:20])([F:19])[F:18])[CH:3]=2)=[CH:25][CH:24]=1)#[N:22]. (3) The product is: [O-:33][N+:9]1[C:10]2[CH:11]=[CH:12][CH:13]=[CH:14][C:15]=2[C:6]2[N:5]([CH2:17][CH2:18][CH2:19][CH2:20][CH2:21][C:22](=[O:24])[CH3:23])[C:4]([CH2:1][CH2:2][CH3:3])=[N:16][C:7]=2[CH:8]=1. Given the reactants [CH2:1]([C:4]1[N:5]([CH2:17][CH2:18][CH2:19][CH2:20][CH2:21][C:22](=[O:24])[CH3:23])[C:6]2[C:15]3[CH:14]=[CH:13][CH:12]=[CH:11][C:10]=3[N:9]=[CH:8][C:7]=2[N:16]=1)[CH2:2][CH3:3].C1C=C(Cl)C=C(C(OO)=[O:33])C=1, predict the reaction product. (4) Given the reactants Cl[C:2]1[C:7]([N+:8]([O-:10])=[O:9])=[CH:6][CH:5]=[C:4]([Cl:11])[N:3]=1.[CH2:12]([N:14](CC)[CH2:15][CH3:16])[CH3:13].N1CCCC1, predict the reaction product. The product is: [Cl:11][C:4]1[N:3]=[C:2]([N:14]2[CH2:15][CH2:16][CH2:13][CH2:12]2)[C:7]([N+:8]([O-:10])=[O:9])=[CH:6][CH:5]=1. (5) Given the reactants [H-].[Na+].[C:3]1([C:25]2[CH:30]=[CH:29][CH:28]=[CH:27][CH:26]=2)[CH:8]=[CH:7][C:6]([CH2:9][C@H:10]2[N:14]([CH2:15]C3C=CC(OC)=CC=3)C(=O)C[CH2:11]2)=[CH:5][CH:4]=1.CO[C:33](=[O:40])[C:34]1[CH:39]=[CH:38][CH:37]=[CH:36][CH:35]=1.[NH4+:41].[Cl-].C([O:46][CH2:47][CH3:48])(=O)C, predict the reaction product. The product is: [C:33]([C@H:48]1[CH2:11][CH:10]([CH2:9][C:6]2[CH:5]=[CH:4][C:3]([C:25]3[CH:26]=[CH:27][CH:28]=[CH:29][CH:30]=3)=[CH:8][CH:7]=2)[N:14]([CH2:15][N:41]2[CH2:5][CH2:4][CH2:3][CH2:8]2)[C:47]1=[O:46])(=[O:40])[C:34]1[CH:35]=[CH:36][CH:37]=[CH:38][CH:39]=1. (6) Given the reactants [Cl:1][C:2]1[N:7]=[CH:6][C:5]2[C:8]([I:11])=[N:9][NH:10][C:4]=2[CH:3]=1.[CH3:12][C@H:13](O)[CH2:14][CH3:15], predict the reaction product. The product is: [C@H:13]([N:10]1[C:4]2[CH:3]=[C:2]([Cl:1])[N:7]=[CH:6][C:5]=2[C:8]([I:11])=[N:9]1)([CH2:14][CH3:15])[CH3:12].